Dataset: Full USPTO retrosynthesis dataset with 1.9M reactions from patents (1976-2016). Task: Predict the reactants needed to synthesize the given product. (1) The reactants are: [O:1]=[C:2]1[N:6]2[CH2:7][CH2:8][N:9]([C:11]([NH:13][CH2:14][C:15](O)=[O:16])=[O:12])[CH2:10][CH:5]2[C:4]([C:24]2[CH:29]=[CH:28][CH:27]=[CH:26][CH:25]=2)([C:18]2[CH:23]=[CH:22][CH:21]=[CH:20][CH:19]=2)[O:3]1.[NH:30]1[CH2:35][CH2:34][O:33][CH2:32][CH2:31]1.Cl.C(N=C=NCCCN(C)C)C.ON1C2C=CC=CC=2N=N1. Given the product [N:30]1([C:15](=[O:16])[CH2:14][NH:13][C:11]([N:9]2[CH2:8][CH2:7][N:6]3[C:2](=[O:1])[O:3][C:4]([C:24]4[CH:25]=[CH:26][CH:27]=[CH:28][CH:29]=4)([C:18]4[CH:23]=[CH:22][CH:21]=[CH:20][CH:19]=4)[CH:5]3[CH2:10]2)=[O:12])[CH2:35][CH2:34][O:33][CH2:32][CH2:31]1, predict the reactants needed to synthesize it. (2) Given the product [C:1]1([CH2:7][C:8]([NH:10][C@@H:11]2[C:39](=[O:40])[N:13]3[C:14]([C:23]([O:25][CH:26]([C:27]4[CH:28]=[CH:29][CH:30]=[CH:31][CH:32]=4)[C:33]4[CH:34]=[CH:35][CH:36]=[CH:37][CH:38]=4)=[O:24])=[C:15]([S:53][C:50]4[S:51][CH:52]=[C:48]([C:45]5[CH:46]=[CH:47][N:42]=[CH:43][CH:44]=5)[N:49]=4)[CH2:16][S:17][C@H:12]23)=[O:9])[CH:6]=[CH:5][CH:4]=[CH:3][CH:2]=1, predict the reactants needed to synthesize it. The reactants are: [C:1]1([CH2:7][C:8]([NH:10][C@@H:11]2[C:39](=[O:40])[N:13]3[C:14]([C:23]([O:25][CH:26]([C:33]4[CH:38]=[CH:37][CH:36]=[CH:35][CH:34]=4)[C:27]4[CH:32]=[CH:31][CH:30]=[CH:29][CH:28]=4)=[O:24])=[C:15](OS(C)(=O)=O)[CH2:16][S:17][C@H:12]23)=[O:9])[CH:6]=[CH:5][CH:4]=[CH:3][CH:2]=1.[Na].[N:42]1[CH:47]=[CH:46][C:45]([C:48]2[N:49]=[C:50]([SH:53])[S:51][CH:52]=2)=[CH:44][CH:43]=1.C(O)(=O)C. (3) Given the product [CH2:1]([O:8][C:9](=[O:31])[C@H:10]([CH2:16][CH2:17][CH2:18][CH2:19][NH:20][C:21]([O:23][CH2:24][C:25]1[CH:26]=[CH:27][CH:28]=[CH:29][CH:30]=1)=[O:22])[N:11]([CH2:12][CH:13]([CH3:15])[CH3:14])[S:42]([C:32]1[C:41]2[C:36](=[CH:37][CH:38]=[CH:39][CH:40]=2)[CH:35]=[CH:34][CH:33]=1)(=[O:44])=[O:43])[C:2]1[CH:3]=[CH:4][CH:5]=[CH:6][CH:7]=1, predict the reactants needed to synthesize it. The reactants are: [CH2:1]([O:8][C:9](=[O:31])[C@H:10]([CH2:16][CH2:17][CH2:18][CH2:19][NH:20][C:21]([O:23][CH2:24][C:25]1[CH:30]=[CH:29][CH:28]=[CH:27][CH:26]=1)=[O:22])[NH:11][CH2:12][CH:13]([CH3:15])[CH3:14])[C:2]1[CH:7]=[CH:6][CH:5]=[CH:4][CH:3]=1.[C:32]1([S:42](Cl)(=[O:44])=[O:43])[C:41]2[C:36](=[CH:37][CH:38]=[CH:39][CH:40]=2)[CH:35]=[CH:34][CH:33]=1. (4) Given the product [CH3:1][O:2][C:3]1[CH:15]=[CH:14][C:6]2[C:7]([CH:10]=[O:13])=[CH:8][O:9][C:5]=2[CH:4]=1, predict the reactants needed to synthesize it. The reactants are: [CH3:1][O:2][C:3]1[CH:15]=[CH:14][C:6]2[C:7]([CH:10]([OH:13])CO)=[CH:8][O:9][C:5]=2[CH:4]=1. (5) Given the product [CH2:19]([O:21][C:22](=[O:48])[CH2:23][C:24]1([C:27]2[CH:28]=[CH:29][C:30]([C:33]3[CH:38]=[CH:37][C:36]([C:2]4[CH:6]=[N:5][N:4]([CH3:7])[C:3]=4[CH:8]([OH:18])[CH2:9][CH2:10][CH2:11][C:12]4[CH:17]=[CH:16][CH:15]=[CH:14][CH:13]=4)=[CH:35][CH:34]=3)=[CH:31][CH:32]=2)[CH2:25][CH2:26]1)[CH3:20], predict the reactants needed to synthesize it. The reactants are: Br[C:2]1[CH:6]=[N:5][N:4]([CH3:7])[C:3]=1[CH:8]([OH:18])[CH2:9][CH2:10][CH2:11][C:12]1[CH:17]=[CH:16][CH:15]=[CH:14][CH:13]=1.[CH2:19]([O:21][C:22](=[O:48])[CH2:23][C:24]1([C:27]2[CH:32]=[CH:31][C:30]([C:33]3[CH:38]=[CH:37][C:36](B4OC(C)(C)C(C)(C)O4)=[CH:35][CH:34]=3)=[CH:29][CH:28]=2)[CH2:26][CH2:25]1)[CH3:20]. (6) Given the product [CH2:17]([O:8][C:5]1[CH:6]=[CH:7][C:2]([NH2:1])=[CH:3][C:4]=1[F:9])[CH3:18], predict the reactants needed to synthesize it. The reactants are: [NH2:1][C:2]1[CH:7]=[CH:6][C:5]([OH:8])=[C:4]([F:9])[CH:3]=1.C([O-])([O-])=O.[Cs+].[Cs+].Br[CH2:17][CH3:18]. (7) Given the product [F:11][C:4]1[CH:5]=[CH:6][C:7]2[C:8](=[O:10])[NH:27][C:25]([CH2:24][O:23][CH2:22][CH2:21][C:17]3[CH:18]=[CH:19][CH:20]=[C:15]([C:14]([F:13])([F:28])[F:29])[CH:16]=3)=[N:26][C:2]=2[N:3]=1, predict the reactants needed to synthesize it. The reactants are: F[C:2]1[C:7]([C:8]([OH:10])=O)=[CH:6][CH:5]=[C:4]([F:11])[N:3]=1.Cl.[F:13][C:14]([F:29])([F:28])[C:15]1[CH:16]=[C:17]([CH2:21][CH2:22][O:23][CH2:24][C:25]([NH2:27])=[NH:26])[CH:18]=[CH:19][CH:20]=1. (8) The reactants are: [CH3:1][O:2][C:3]1[C:8]2[N:9]=[C:10]([NH2:12])[S:11][C:7]=2[C:6]([CH:13]2[CH2:18][CH2:17][O:16][CH2:15][CH2:14]2)=[CH:5][CH:4]=1.Cl[C:20](OC1C=CC=CC=1)=[O:21].[CH:29]12[CH2:36][CH2:35][CH:32]([CH2:33][CH2:34]1)[CH2:31][NH:30]2. Given the product [CH3:1][O:2][C:3]1[C:8]2[N:9]=[C:10]([NH:12][C:20]([N:30]3[CH2:31][CH:32]4[CH2:35][CH2:36][CH:29]3[CH2:34][CH2:33]4)=[O:21])[S:11][C:7]=2[C:6]([CH:13]2[CH2:18][CH2:17][O:16][CH2:15][CH2:14]2)=[CH:5][CH:4]=1, predict the reactants needed to synthesize it. (9) Given the product [CH3:15][O:9][C:8](=[O:11])[CH2:4][C@@H:5]1[CH2:6][CH2:7][CH2:2][O:1]1, predict the reactants needed to synthesize it. The reactants are: [OH:1][C:2]1[CH:7]=[CH:6][CH:5]=[CH:4]N=1.[C:8](=[O:11])([O-])[O-:9].[K+].[K+].Br[CH2:15]C(OCC)=O. (10) Given the product [F:21][C:18]1[CH:19]=[CH:20][C:15]([CH:8]([C:5]2[CH:4]=[CH:3][C:2]([F:1])=[CH:7][CH:6]=2)[N:9]2[CH2:10][CH2:11][N:12]([C:23]3[CH:30]=[CH:29][C:28]([N+:31]([O-:33])=[O:32])=[CH:27][C:24]=3[C:25]#[N:26])[CH2:13][CH2:14]2)=[CH:16][CH:17]=1, predict the reactants needed to synthesize it. The reactants are: [F:1][C:2]1[CH:7]=[CH:6][C:5]([CH:8]([C:15]2[CH:20]=[CH:19][C:18]([F:21])=[CH:17][CH:16]=2)[N:9]2[CH2:14][CH2:13][NH:12][CH2:11][CH2:10]2)=[CH:4][CH:3]=1.F[C:23]1[CH:30]=[CH:29][C:28]([N+:31]([O-:33])=[O:32])=[CH:27][C:24]=1[C:25]#[N:26].C(=O)([O-])[O-].[K+].[K+].O.